From a dataset of Merck oncology drug combination screen with 23,052 pairs across 39 cell lines. Regression. Given two drug SMILES strings and cell line genomic features, predict the synergy score measuring deviation from expected non-interaction effect. (1) Drug 1: CCC1(O)CC2CN(CCc3c([nH]c4ccccc34)C(C(=O)OC)(c3cc4c(cc3OC)N(C)C3C(O)(C(=O)OC)C(OC(C)=O)C5(CC)C=CCN6CCC43C65)C2)C1. Drug 2: CNC(=O)c1cc(Oc2ccc(NC(=O)Nc3ccc(Cl)c(C(F)(F)F)c3)cc2)ccn1. Cell line: NCIH23. Synergy scores: synergy=1.14. (2) Drug 1: C=CCn1c(=O)c2cnc(Nc3ccc(N4CCN(C)CC4)cc3)nc2n1-c1cccc(C(C)(C)O)n1. Drug 2: CC(C)CC(NC(=O)C(Cc1ccccc1)NC(=O)c1cnccn1)B(O)O. Cell line: SKOV3. Synergy scores: synergy=4.14. (3) Synergy scores: synergy=11.0. Drug 2: Cn1c(=O)n(-c2ccc(C(C)(C)C#N)cc2)c2c3cc(-c4cnc5ccccc5c4)ccc3ncc21. Cell line: HCT116. Drug 1: COc1cc(C2c3cc4c(cc3C(OC3OC5COC(C)OC5C(O)C3O)C3COC(=O)C23)OCO4)cc(OC)c1O.